Dataset: Catalyst prediction with 721,799 reactions and 888 catalyst types from USPTO. Task: Predict which catalyst facilitates the given reaction. (1) Reactant: [ClH:1].C(OC([NH:12][C@H:13]([C:17]([OH:19])=[O:18])[CH:14]([CH3:16])[CH3:15])=O)C1C=CC=CC=1.[CH:20]1[N:24]([CH2:25][O:26][CH:27]([CH2:30]O)[CH2:28][OH:29])[C:23]2[N:32]=[C:33]([NH2:37])[N:34]=[C:35]([OH:36])[C:22]=2[N:21]=1.C(O)(C)C. Product: [CH3:16][CH:14]([C@H:13]([NH2:12])[C:17]([O:19][CH2:30][CH:27]([O:26][CH2:25][N:24]1[C:23]2[NH:32][C:33]([NH2:37])=[N:34][C:35](=[O:36])[C:22]=2[N:21]=[CH:20]1)[CH2:28][OH:29])=[O:18])[CH3:15].[ClH:1]. The catalyst class is: 43. (2) Reactant: [CH3:1][O:2][C:3](=[O:20])[CH:4]([OH:19])[C@@H:5]([NH:11][C:12]([O:14][C:15]([CH3:18])([CH3:17])[CH3:16])=[O:13])[CH2:6][CH:7]([CH3:10])[CH2:8]C.CO[CH2:23][CH:24]=[CH2:25]. Product: [CH3:1][O:2][C:3]([CH:4]1[O:19][C:24]([CH3:25])([CH3:23])[N:11]([C:12]([O:14][C:15]([CH3:16])([CH3:17])[CH3:18])=[O:13])[C@H:5]1[CH2:6][CH:7]([CH3:8])[CH3:10])=[O:20]. The catalyst class is: 9. (3) Reactant: [CH3:1][N:2]([CH3:32])[C:3]1[CH:8]=[CH:7][C:6]([CH2:9][N:10]([C:23]2[CH:28]=[CH:27][C:26]([CH:29]([CH3:31])[CH3:30])=[CH:25][CH:24]=2)[C:11]([CH:13]2[C:22]3[C:17](=[CH:18][CH:19]=[CH:20][CH:21]=3)[CH2:16][CH2:15][CH2:14]2)=O)=[CH:5][CH:4]=1.COC1C=CC(P2(SP(C3C=CC(OC)=CC=3)(=S)S2)=[S:42])=CC=1. Product: [CH3:1][N:2]([CH3:32])[C:3]1[CH:8]=[CH:7][C:6]([CH2:9][N:10]([C:23]2[CH:28]=[CH:27][C:26]([CH:29]([CH3:31])[CH3:30])=[CH:25][CH:24]=2)[C:11]([CH:13]2[C:22]3[C:17](=[CH:18][CH:19]=[CH:20][CH:21]=3)[CH2:16][CH2:15][CH2:14]2)=[S:42])=[CH:5][CH:4]=1. The catalyst class is: 11.